This data is from Full USPTO retrosynthesis dataset with 1.9M reactions from patents (1976-2016). The task is: Predict the reactants needed to synthesize the given product. (1) Given the product [Br:1][C:2]1[CH:9]=[C:6]([CH2:7][OH:8])[C:5]([F:10])=[CH:4][C:3]=1[CH2:11][OH:12], predict the reactants needed to synthesize it. The reactants are: [Br:1][C:2]1[C:3]([CH2:11][OH:12])=[CH:4][C:5]([F:10])=[C:6]([CH:9]=1)[CH:7]=[O:8].[BH4-].[Na+]. (2) Given the product [NH2:41][C:38]1[C:39]2[C:34](=[CH:33][CH:32]=[C:31]([F:30])[CH:40]=2)[C:35]([C:2]2[N:3]=[C:4]([N:24]3[CH2:29][CH2:28][O:27][CH2:26][CH2:25]3)[C:5]3[S:10][C:9]([CH2:11][N:12]4[CH2:17][CH2:16][N:15]([C:18]([CH3:23])([CH3:22])[C:19]([NH2:21])=[O:20])[CH2:14][CH2:13]4)=[CH:8][C:6]=3[N:7]=2)=[CH:36][N:37]=1, predict the reactants needed to synthesize it. The reactants are: Cl[C:2]1[N:3]=[C:4]([N:24]2[CH2:29][CH2:28][O:27][CH2:26][CH2:25]2)[C:5]2[S:10][C:9]([CH2:11][N:12]3[CH2:17][CH2:16][N:15]([C:18]([CH3:23])([CH3:22])[C:19]([NH2:21])=[O:20])[CH2:14][CH2:13]3)=[CH:8][C:6]=2[N:7]=1.[F:30][C:31]1[CH:40]=[C:39]2[C:34]([C:35](B3OC(C)(C)C(C)(C)O3)=[CH:36][N:37]=[C:38]2[NH2:41])=[CH:33][CH:32]=1. (3) Given the product [Cl:22][C:18]1[CH:19]=[CH:20][CH:21]=[C:16]([Cl:15])[C:17]=1[C:23]1[C:27]([CH2:28][O:9][C:7]2[N:8]=[C:3]([C:2]([F:1])([F:13])[F:14])[C:4]([N+:10]([O-:12])=[O:11])=[CH:5][CH:6]=2)=[C:26]([CH:30]([CH3:32])[CH3:31])[O:25][N:24]=1, predict the reactants needed to synthesize it. The reactants are: [F:1][C:2]([F:14])([F:13])[C:3]1[N:8]=[C:7]([OH:9])[CH:6]=[CH:5][C:4]=1[N+:10]([O-:12])=[O:11].[Cl:15][C:16]1[CH:21]=[CH:20][CH:19]=[C:18]([Cl:22])[C:17]=1[C:23]1[C:27]([CH2:28]O)=[C:26]([CH:30]([CH3:32])[CH3:31])[O:25][N:24]=1.C1(P(C2C=CC=CC=2)C2C=CC=CC=2)C=CC=CC=1. (4) Given the product [O:1]=[C:2]1[C:6]2[CH:7]=[CH:8][CH:9]=[CH:10][C:5]=2[C:4](=[O:11])[N:3]1[CH2:12][CH2:13][CH2:14][S:15]([O:18][CH2:19][C:20]([CH3:34])([CH3:35])[CH:21]([O:24][CH2:25][C:26]1[CH:27]=[CH:28][C:29]([O:32][CH3:33])=[CH:30][CH:31]=1)[CH:22]=[O:38])(=[O:16])=[O:17], predict the reactants needed to synthesize it. The reactants are: [O:1]=[C:2]1[C:6]2[CH:7]=[CH:8][CH:9]=[CH:10][C:5]=2[C:4](=[O:11])[N:3]1[CH2:12][CH2:13][CH2:14][S:15]([O:18][CH2:19][C:20]([CH3:35])([CH3:34])[CH:21]([O:24][CH2:25][C:26]1[CH:31]=[CH:30][C:29]([O:32][CH3:33])=[CH:28][CH:27]=1)[CH:22]=C)(=[O:17])=[O:16].O=O.[O:38]=[O+][O-].CSC. (5) Given the product [Cl:16][CH2:14][C:3]1[CH:4]=[CH:5][C:6]([C:8]2[CH:9]=[N:10][N:11]([CH3:13])[CH:12]=2)=[CH:7][C:2]=1[F:1], predict the reactants needed to synthesize it. The reactants are: [F:1][C:2]1[CH:7]=[C:6]([C:8]2[CH:9]=[N:10][N:11]([CH3:13])[CH:12]=2)[CH:5]=[CH:4][C:3]=1[CH2:14]O.[Cl:16]C(N(C)C)=C(C)C.